Dataset: NCI-60 drug combinations with 297,098 pairs across 59 cell lines. Task: Regression. Given two drug SMILES strings and cell line genomic features, predict the synergy score measuring deviation from expected non-interaction effect. (1) Drug 1: C1=NC2=C(N=C(N=C2N1C3C(C(C(O3)CO)O)F)Cl)N. Drug 2: CC1CCC2CC(C(=CC=CC=CC(CC(C(=O)C(C(C(=CC(C(=O)CC(OC(=O)C3CCCCN3C(=O)C(=O)C1(O2)O)C(C)CC4CCC(C(C4)OC)O)C)C)O)OC)C)C)C)OC. Cell line: SF-268. Synergy scores: CSS=2.58, Synergy_ZIP=-1.52, Synergy_Bliss=-0.943, Synergy_Loewe=-4.56, Synergy_HSA=-2.43. (2) Drug 1: COC1=NC(=NC2=C1N=CN2C3C(C(C(O3)CO)O)O)N. Drug 2: CCN(CC)CCNC(=O)C1=C(NC(=C1C)C=C2C3=C(C=CC(=C3)F)NC2=O)C. Cell line: MALME-3M. Synergy scores: CSS=-15.9, Synergy_ZIP=6.85, Synergy_Bliss=2.56, Synergy_Loewe=-14.8, Synergy_HSA=-11.7. (3) Drug 1: CC1CCC2CC(C(=CC=CC=CC(CC(C(=O)C(C(C(=CC(C(=O)CC(OC(=O)C3CCCCN3C(=O)C(=O)C1(O2)O)C(C)CC4CCC(C(C4)OC)OCCO)C)C)O)OC)C)C)C)OC. Drug 2: C1C(C(OC1N2C=NC3=C2NC=NCC3O)CO)O. Cell line: SF-268. Synergy scores: CSS=12.7, Synergy_ZIP=0.709, Synergy_Bliss=2.95, Synergy_Loewe=6.90, Synergy_HSA=4.77. (4) Drug 1: CC12CCC3C(C1CCC2=O)CC(=C)C4=CC(=O)C=CC34C. Cell line: SR. Drug 2: C(=O)(N)NO. Synergy scores: CSS=37.6, Synergy_ZIP=-0.790, Synergy_Bliss=-3.62, Synergy_Loewe=-15.4, Synergy_HSA=-3.28. (5) Cell line: 786-0. Drug 1: CC1CCC2CC(C(=CC=CC=CC(CC(C(=O)C(C(C(=CC(C(=O)CC(OC(=O)C3CCCCN3C(=O)C(=O)C1(O2)O)C(C)CC4CCC(C(C4)OC)O)C)C)O)OC)C)C)C)OC. Synergy scores: CSS=2.91, Synergy_ZIP=-4.26, Synergy_Bliss=-1.05, Synergy_Loewe=-9.06, Synergy_HSA=-1.14. Drug 2: CS(=O)(=O)OCCCCOS(=O)(=O)C. (6) Synergy scores: CSS=34.2, Synergy_ZIP=-3.97, Synergy_Bliss=-4.07, Synergy_Loewe=-6.47, Synergy_HSA=-1.81. Drug 1: C1CCC(C(C1)N)N.C(=O)(C(=O)[O-])[O-].[Pt+4]. Drug 2: B(C(CC(C)C)NC(=O)C(CC1=CC=CC=C1)NC(=O)C2=NC=CN=C2)(O)O. Cell line: SK-MEL-28.